Task: Predict which catalyst facilitates the given reaction.. Dataset: Catalyst prediction with 721,799 reactions and 888 catalyst types from USPTO (1) Reactant: [F:1][C:2]1[CH:7]=[CH:6][C:5]([C:8]2[CH:28]=[CH:27][C:11]3[N:12]=[C:13]([C:18]4[CH:19]=[C:20]([CH:24]=[CH:25][CH:26]=4)[C:21]([NH2:23])=[S:22])[CH2:14][C:15](=[O:17])[NH:16][C:10]=3[CH:9]=2)=[CH:4][CH:3]=1.Cl[CH2:30][C:31](=O)[CH2:32][C:33]([O:35]CC)=O.[NH2:39][CH2:40][CH2:41][OH:42]. Product: [OH:42][CH2:41][CH2:40][NH:39][C:33]([C:32]1[S:22][C:21]([C:20]2[CH:24]=[CH:25][CH:26]=[C:18]([C:13]3[CH2:14][C:15](=[O:17])[NH:16][C:10]4[CH:9]=[C:8]([C:5]5[CH:4]=[CH:3][C:2]([F:1])=[CH:7][CH:6]=5)[CH:28]=[CH:27][C:11]=4[N:12]=3)[CH:19]=2)=[N:23][C:31]=1[CH3:30])=[O:35]. The catalyst class is: 8. (2) The catalyst class is: 102. Product: [Cl:8][C:6]1[N:5]=[CH:4][N:3]=[C:2]([N:17]2[C:18](=[O:24])[C:19]([O:22][CH3:23])=[C:20]([CH3:21])[CH:16]2[OH:15])[CH:7]=1. Reactant: Cl[C:2]1[CH:7]=[C:6]([Cl:8])[N:5]=[CH:4][N:3]=1.C(=O)([O-])[O-].[Cs+].[Cs+].[OH:15][CH:16]1[C:20]([CH3:21])=[C:19]([O:22][CH3:23])[C:18](=[O:24])[NH:17]1.CC1(C)C2C(=C(P(C3C=CC=CC=3)C3C=CC=CC=3)C=CC=2)OC2C(P(C3C=CC=CC=3)C3C=CC=CC=3)=CC=CC1=2. (3) The catalyst class is: 113. Reactant: [CH3:1][C:2]1[CH:7]=[C:6]([CH3:8])[CH:5]=[C:4]([CH3:9])[C:3]=1[CH:10]([C:14]([NH2:16])=[O:15])[C:11]([NH2:13])=[O:12].Br.Br.[O:19]1[CH2:25][CH2:24]NN[CH2:21][CH2:20]1.C(N(CC)CC)C.Cl. Product: [CH3:9][C:4]1[CH:5]=[C:6]([CH3:8])[CH:7]=[C:2]([CH3:1])[C:3]=1[CH:10]1[C:11](=[O:12])[N:13]2[CH2:21][CH2:20][O:19][CH2:25][CH2:24][N:16]2[C:14]1=[O:15]. (4) Reactant: [F:1][C:2]1[CH:3]=[C:4]([C:8]([C:10]2[C:15](F)=[CH:14][CH:13]=[CH:12][N:11]=2)=O)[CH:5]=[CH:6][CH:7]=1.O.[NH2:18][NH2:19].O. Product: [F:1][C:2]1[CH:3]=[C:4]([C:8]2[C:10]3=[N:11][CH:12]=[CH:13][CH:14]=[C:15]3[NH:19][N:18]=2)[CH:5]=[CH:6][CH:7]=1. The catalyst class is: 5.